From a dataset of Forward reaction prediction with 1.9M reactions from USPTO patents (1976-2016). Predict the product of the given reaction. (1) The product is: [CH3:20][O:19][N:18]([CH3:17])[C:11]([CH:8]1[CH2:7][CH2:6][C:5]2([O:1][CH2:2][CH2:3][O:4]2)[CH2:10][CH2:9]1)=[O:13]. Given the reactants [O:1]1[C:5]2([CH2:10][CH2:9][CH:8]([C:11]([O:13]CC)=O)[CH2:7][CH2:6]2)[O:4][CH2:3][CH2:2]1.Cl.[CH3:17][NH:18][O:19][CH3:20].C([Mg]Cl)(C)C.O, predict the reaction product. (2) Given the reactants [CH2:1]([O:3][C:4]([C:6]1[C:7]2[S:14][CH:13]=[C:12]([CH2:15][O:16][C:17]3[CH:22]=[CH:21][CH:20]=[C:19]([NH2:23])[CH:18]=3)[C:8]=2[CH:9]=[N:10][CH:11]=1)=[O:5])[CH3:2].C(N(C(C)C)CC)(C)C.[Cl:33][C:34]1[CH:35]=[C:36]([CH:40]=[CH:41][CH:42]=1)[C:37](Cl)=[O:38], predict the reaction product. The product is: [CH2:1]([O:3][C:4]([C:6]1[C:7]2[S:14][CH:13]=[C:12]([CH2:15][O:16][C:17]3[CH:22]=[CH:21][CH:20]=[C:19]([NH:23][C:37](=[O:38])[C:36]4[CH:40]=[CH:41][CH:42]=[C:34]([Cl:33])[CH:35]=4)[CH:18]=3)[C:8]=2[CH:9]=[N:10][CH:11]=1)=[O:5])[CH3:2]. (3) The product is: [F:24][C:17]1[CH:16]=[CH:15][C:14]([CH2:13][N:1]2[C:10]3[C:5](=[CH:6][CH:7]=[CH:8][CH:9]=3)[C:4](=[O:11])[CH:3]=[CH:2]2)=[CH:23][C:18]=1[C:19]([O:21][CH3:22])=[O:20]. Given the reactants [N:1]1[C:10]2[C:5](=[CH:6][CH:7]=[CH:8][CH:9]=2)[C:4]([OH:11])=[CH:3][CH:2]=1.Br[CH2:13][C:14]1[CH:15]=[CH:16][C:17]([F:24])=[C:18]([CH:23]=1)[C:19]([O:21][CH3:22])=[O:20].C(=O)([O-])[O-].[K+].[K+], predict the reaction product. (4) Given the reactants [CH2:1]([O:4][C:5]1[C:16]([O:17][CH3:18])=[CH:15][C:8]([C:9]([O:11]CC#C)=[O:10])=[CH:7][C:6]=1[O:19][CH3:20])[C:2]#[CH:3].[OH-].[Na+].Cl, predict the reaction product. The product is: [CH2:1]([O:4][C:5]1[C:6]([O:19][CH3:20])=[CH:7][C:8]([C:9]([OH:11])=[O:10])=[CH:15][C:16]=1[O:17][CH3:18])[C:2]#[CH:3]. (5) Given the reactants Cl.[CH3:2][O:3][CH2:4][CH2:5][NH:6][C:7]([C:9]1[CH:17]=[CH:16][C:15]2[C:11](=[CH:12][N:13]([CH2:18][CH:19]3[CH2:24][CH2:23][NH:22][CH2:21][CH2:20]3)[N:14]=2)[C:10]=1[CH3:25])=[O:8].C(N(CC)CC)C.[F:33][C:34]([S:37][C:38]1[CH:46]=[CH:45][C:41]([C:42](Cl)=[O:43])=[CH:40][CH:39]=1)([F:36])[F:35], predict the reaction product. The product is: [CH3:2][O:3][CH2:4][CH2:5][NH:6][C:7]([C:9]1[CH:17]=[CH:16][C:15]2[C:11](=[CH:12][N:13]([CH2:18][CH:19]3[CH2:20][CH2:21][N:22]([C:42](=[O:43])[C:41]4[CH:45]=[CH:46][C:38]([S:37][C:34]([F:36])([F:33])[F:35])=[CH:39][CH:40]=4)[CH2:23][CH2:24]3)[N:14]=2)[C:10]=1[CH3:25])=[O:8].